Dataset: Catalyst prediction with 721,799 reactions and 888 catalyst types from USPTO. Task: Predict which catalyst facilitates the given reaction. (1) Reactant: [CH2:1]([O:8][C:9](=[O:23])[NH:10]C(C1N=C2C=NC=CN2C=1I)C)[C:2]1[CH:7]=[CH:6][CH:5]=[CH:4][CH:3]=1.C([Sn](CCCC)(CCCC)C1C=CC=CN=1)CCC. Product: [CH2:1]([O:8][C:9](=[O:23])[NH2:10])[C:2]1[CH:7]=[CH:6][CH:5]=[CH:4][CH:3]=1. The catalyst class is: 77. (2) Reactant: [Cl:1][C:2]1[CH:7]=[CH:6][C:5]([C:8]([C:10]2[CH:15]=[CH:14][C:13]([Cl:16])=[CH:12][CH:11]=2)=O)=[CH:4][CH:3]=1.C1(P(=[CH:36][C:37]([O:39][CH3:40])=[O:38])(C2C=CC=CC=2)C2C=CC=CC=2)C=CC=CC=1. Product: [Cl:1][C:2]1[CH:7]=[CH:6][C:5]([C:8]([C:10]2[CH:15]=[CH:14][C:13]([Cl:16])=[CH:12][CH:11]=2)=[CH:36][C:37]([O:39][CH3:40])=[O:38])=[CH:4][CH:3]=1. The catalyst class is: 308. (3) Reactant: [C@@H:1]1([N:10]2[C:19]3[N:18]=[CH:17][N:16]=[C:14]([NH2:15])[C:13]=3[N:12]=[CH:11]2)[O:9][C@H:6]([CH2:7][OH:8])[C@@H:4]([OH:5])[C@H:2]1[OH:3].[CH3:20][O:21][C:22]1[CH:41]=[CH:40][C:25]([C:26](Cl)([C:33]2[CH:38]=[CH:37][CH:36]=[CH:35][CH:34]=2)[C:27]2[CH:32]=[CH:31][CH:30]=[CH:29][CH:28]=2)=[CH:24][CH:23]=1. Product: [CH3:20][O:21][C:22]1[CH:41]=[CH:40][C:25]([C:26]([O:3][C@@H:2]2[C@H:4]([OH:5])[C@@H:6]([CH2:7][O:8][C:26]([C:27]3[CH:32]=[CH:31][CH:30]=[CH:29][CH:28]=3)([C:33]3[CH:34]=[CH:35][CH:36]=[CH:37][CH:38]=3)[C:25]3[CH:40]=[CH:41][C:22]([O:21][CH3:20])=[CH:23][CH:24]=3)[O:9][C@H:1]2[N:10]2[C:19]3[N:18]=[CH:17][N:16]=[C:14]([NH:15][C:26]([C:33]4[CH:38]=[CH:37][CH:36]=[CH:35][CH:34]=4)([C:27]4[CH:32]=[CH:31][CH:30]=[CH:29][CH:28]=4)[C:25]4[CH:24]=[CH:23][C:22]([O:21][CH3:20])=[CH:41][CH:40]=4)[C:13]=3[N:12]=[CH:11]2)([C:33]2[CH:38]=[CH:37][CH:36]=[CH:35][CH:34]=2)[C:27]2[CH:32]=[CH:31][CH:30]=[CH:29][CH:28]=2)=[CH:24][CH:23]=1. The catalyst class is: 17. (4) Reactant: [Cl:1][C:2]1[CH:7]=[C:6]2[NH:8][C:9](=[O:42])[C@:10]3([C@@H:14]([C:15]4[CH:20]=[CH:19][CH:18]=[C:17]([Cl:21])[C:16]=4[F:22])[C@H:13]([C:23]([NH:25][C:26]4[CH:31]=[CH:30][C:29]([CH2:32][CH2:33][C:34](O)=[O:35])=[CH:28][CH:27]=4)=[O:24])[NH:12][C@H:11]3[CH2:37][C:38]([CH3:41])([CH3:40])[CH3:39])[C:5]2=[CH:4][CH:3]=1.C([N:46](CC)C(C)C)(C)C.F[P-](F)(F)(F)(F)F.N1(OC(N(C)C)=[N+](C)C)C2N=CC=CC=2N=N1.[NH4+].[Cl-]. Product: [C:34]([CH2:33][CH2:32][C:29]1[CH:30]=[CH:31][C:26]([NH:25][C:23]([CH:13]2[NH:12][CH:11]([CH2:37][C:38]([CH3:41])([CH3:40])[CH3:39])[C:10]3([C:5]4[C:6](=[CH:7][C:2]([Cl:1])=[CH:3][CH:4]=4)[NH:8][C:9]3=[O:42])[CH:14]2[C:15]2[CH:20]=[CH:19][CH:18]=[C:17]([Cl:21])[C:16]=2[F:22])=[O:24])=[CH:27][CH:28]=1)(=[O:35])[NH2:46]. The catalyst class is: 31. (5) Reactant: [C:1]([C:4]1[CH:9]=[CH:8][C:7]([NH:10][CH:11]([C:15]2[CH:20]=[CH:19][C:18]([O:21][CH2:22][CH2:23][O:24][CH3:25])=[C:17]([O:26][CH2:27][CH3:28])[CH:16]=2)[C:12]([O-:14])=O)=[CH:6][CH:5]=1)(=[NH:3])[NH2:2].[Na+].Cl.C(N=C=NCCCN(C)C)C.O.ON1C2C=CC=CC=2N=N1.[C:53]([O:57][C:58]([NH:60][NH2:61])=[O:59])([CH3:56])([CH3:55])[CH3:54]. Product: [C:53]([O:57][C:58]([NH:60][NH:61][C:12](=[O:14])[CH:11]([NH:10][C:7]1[CH:8]=[CH:9][C:4]([C:1](=[NH:3])[NH2:2])=[CH:5][CH:6]=1)[C:15]1[CH:20]=[CH:19][C:18]([O:21][CH2:22][CH2:23][O:24][CH3:25])=[C:17]([O:26][CH2:27][CH3:28])[CH:16]=1)=[O:59])([CH3:56])([CH3:55])[CH3:54]. The catalyst class is: 9. (6) Reactant: [CH3:1][N:2]1[C:10]2[C:5](=[CH:6][CH:7]=[CH:8][CH:9]=2)[CH:4]=[CH:3]1.C([Li])(C)(C)C.CCCCC.[CH2:21]([C:28]1([N:35]([CH3:37])[CH3:36])[CH2:33][CH2:32][C:31](=[O:34])[CH2:30][CH2:29]1)[C:22]1[CH:27]=[CH:26][CH:25]=[CH:24][CH:23]=1. Product: [CH2:21]([C:28]1([N:35]([CH3:36])[CH3:37])[CH2:33][CH2:32][C:31]([C:3]2[N:2]([CH3:1])[C:10]3[C:5]([CH:4]=2)=[CH:6][CH:7]=[CH:8][CH:9]=3)([OH:34])[CH2:30][CH2:29]1)[C:22]1[CH:27]=[CH:26][CH:25]=[CH:24][CH:23]=1. The catalyst class is: 1. (7) Reactant: [NH2:1][C:2]1[CH:3]=[C:4]([F:21])[C:5]([Cl:20])=[C:6]([C@:8]2([CH3:19])[CH2:13][C@@H:12]([C:14]([F:17])([F:16])[F:15])[O:11][C:10]([NH2:18])=[N:9]2)[CH:7]=1.[Cl:22][C:23]1[CH:24]=[CH:25][C:26]([C:29](O)=[O:30])=[N:27][CH:28]=1.CCCP1(OP(CCC)(=O)OP(CCC)(=O)O1)=O.C(OCC)(=O)C. Product: [NH2:18][C:10]1[O:11][C@H:12]([C:14]([F:17])([F:16])[F:15])[CH2:13][C@:8]([C:6]2[CH:7]=[C:2]([NH:1][C:29](=[O:30])[C:26]3[CH:25]=[CH:24][C:23]([Cl:22])=[CH:28][N:27]=3)[CH:3]=[C:4]([F:21])[C:5]=2[Cl:20])([CH3:19])[N:9]=1. The catalyst class is: 3. (8) Reactant: N1C=CC=CC=1.[F:7][C:8]([F:14])([F:13])[S:9]([OH:12])(=[O:11])=[O:10].O[C:16]1[CH:21]=[CH:20][C:19]([CH2:22][C:23]([O:25][CH3:26])=[O:24])=[CH:18][C:17]=1[O:27][CH3:28].O. Product: [CH3:28][O:27][C:17]1[CH:18]=[C:19]([CH2:22][C:23]([O:25][CH3:26])=[O:24])[CH:20]=[CH:21][C:16]=1[O:10][S:9]([C:8]([F:14])([F:13])[F:7])(=[O:12])=[O:11]. The catalyst class is: 143. (9) Reactant: [I:1][C:2]1[CH:7]=[CH:6][C:5]([CH2:8][C:9](O)=[O:10])=[C:4]([C:12]([F:15])([F:14])[F:13])[CH:3]=1.C(Cl)(C([Cl:20])=O)=O. The catalyst class is: 59. Product: [I:1][C:2]1[CH:7]=[CH:6][C:5]([CH2:8][C:9]([Cl:20])=[O:10])=[C:4]([C:12]([F:15])([F:14])[F:13])[CH:3]=1.